From a dataset of Drug-target binding data from BindingDB using IC50 measurements. Regression. Given a target protein amino acid sequence and a drug SMILES string, predict the binding affinity score between them. We predict pIC50 (pIC50 = -log10(IC50 in M); higher means more potent). Dataset: bindingdb_ic50. (1) The small molecule is Cc1cncc2cccc(S(=O)(=O)N3CCCNC[C@@H]3C)c12. The target protein sequence is MGNAAAAKKGSEQESVKEFLAKAKEDFLKKWENPAQNTAHLDQFERIKTIGTGSFGRVMLVKHMETGNHYAMKILDKQKVVKLKQIEHTLNEKRILQAVNFPFLVKLEFSFKDNSNLYMVMEYVPGGEMFSHLRRIGRFSEPHARFYAAQIVLTFEYLHSLDLIYRDLKPENLLIDQQGYIKVADFGFAKRVKGRTWTLCGTPEYLAPEIILSKGYNKAVDWWALGVLIYEMAAGYPPFFADQPIQIYEKIVSGKVRFPSHFSSDLKDLLRNLLQVDLTKRFGNLKNGVNDIKNHKWFATTDWIAIYQRKVEAPFIPKFKGPGDTSNFDDYEEEEIRVSINEKCGKEFSEF. The pIC50 is 7.2. (2) The small molecule is O=C1O/C(=C/Br)CCC1c1cccc2ccccc12. The target protein (O60733) has sequence MQFFGRLVNTFSGVTNLFSNPFRVKEVAVADYTSSDRVREEGQLILFQNTPNRTWDCVLVNPRNSQSGFRLFQLELEADALVNFHQYSSQLLPFYESSPQVLHTEVLQHLTDLIRNHPSWSVAHLAVELGIRECFHHSRIISCANCAENEEGCTPLHLACRKGDGEILVELVQYCHTQMDVTDYKGETVFHYAVQGDNSQVLQLLGRNAVAGLNQVNNQGLTPLHLACQLGKQEMVRVLLLCNARCNIMGPNGYPIHSAMKFSQKGCAEMIISMDSSQIHSKDPRYGASPLHWAKNAEMARMLLKRGCNVNSTSSAGNTALHVAVMRNRFDCAIVLLTHGANADARGEHGNTPLHLAMSKDNVEMIKALIVFGAEVDTPNDFGETPTFLASKIGRLVTRKAILTLLRTVGAEYCFPPIHGVPAEQGSAAPHHPFSLERAQPPPISLNNLELQDLMHISRARKPAFILGSMRDEKRTHDHLLCLDGGGVKGLIIIQLLIAI.... The pIC50 is 7.0. (3) The small molecule is COc1ccc(C(OCCN2CCCC(C(=O)O)C2)(c2ccccc2)c2ccccc2)cc1. The target protein (P30531) has sequence MATNGSKVADGQISTEVSEAPVANDKPKTLVVKVQKKAADLPDRDTWKGRFDFLMSCVGYAIGLGNVWRFPYLCGKNGGGAFLIPYFLTLIFAGVPLFLLECSLGQYTSIGGLGVWKLAPMFKGVGLAAAVLSFWLNIYYIVIISWAIYYLYNSFTTTLPWKQCDNPWNTDRCFSNYSMVNTTNMTSAVVEFWERNMHQMTDGLDKPGQIRWPLAITLAIAWILVYFCIWKGVGWTGKVVYFSATYPYIMLIILFFRGVTLPGAKEGILFYITPNFRKLSDSEVWLDAATQIFFSYGLGLGSLIALGSYNSFHNNVYRDSIIVCCINSCTSMFAGFVIFSIVGFMAHVTKRSIADVAASGPGLAFLAYPEAVTQLPISPLWAILFFSMLLMLGIDSQFCTVEGFITALVDEYPRLLRNRRELFIAAVCIISYLIGLSNITQGGIYVFKLFDYYSASGMSLLFLVFFECVSISWFYGVNRFYDNIQEMVGSRPCIWWKLCW.... The pIC50 is 5.2. (4) The compound is CC[C@@H](C(=O)Nc1cccc2c(-c3nc(Nc4cn(C)nc4OC)ncc3C)c[nH]c12)N1CCN(C)CC1. The target protein sequence is GFSGAFEDRDPTQFEERHLKFLQQLGKGNFGSVEMCRYDPLQDNTGEVVAVKKLQHSTEEHLRDFEREIEILKSLQHDNIVKYKGVCYSAGRRNLKLIMEYLPYGSLRDYLQKHKERIDHIKLLQYTSQICKGMEYLGTKRYIHRDLATRNILVENENRVKIGDFGLTKVLPQDKEYYKVKEPGESPIFWYAPESLTESKFSVASDVWSFGVVLYELFTYIEKSKSPPAEFMRMIGNDKQGQMIVFHLIELLKNNGRLPRPDGCPDEIYMIMTECWNNNVNQRPSFRDLALRVDQIRDNMAG. The pIC50 is 4.7.